Dataset: Forward reaction prediction with 1.9M reactions from USPTO patents (1976-2016). Task: Predict the product of the given reaction. (1) Given the reactants [CH3:1][O:2][C:3]1[CH:4]=[N:5][CH:6]=[C:7]([O:9][CH2:10][O:11][CH3:12])[CH:8]=1.CN(CCN(C)C)C.[Li]CCCC.CN([CH:29]=[O:30])C, predict the reaction product. The product is: [CH3:1][O:2][C:3]1[CH:4]=[N:5][CH:6]=[C:7]([O:9][CH2:10][O:11][CH3:12])[C:8]=1[CH:29]=[O:30]. (2) Given the reactants [C:1]([OH:8])(=[O:7])/[CH:2]=[CH:3]/[C:4]([OH:6])=[O:5].[C:9]([OH:18])(=[O:17])[CH2:10][CH2:11][CH2:12][CH2:13][C:14]([OH:16])=[O:15].COC(=O)CCCCC(O)=O.C[SiH](C)Cl.C[Si](/C(/C([O-])=O)=C(/[Si](Cl)(C)C)\C([O-])=O)(C)Cl.C[Si](OC(=O)CCCCC(O[Si](C)(C)Cl)=O)(C)Cl.COC(=O)C(C)([SiH2]Cl)C(C)CCC([O-])=O, predict the reaction product. The product is: [C:1]([O-:8])(=[O:7])/[CH:2]=[CH:3]/[C:4]([O-:6])=[O:5].[C:9]([O-:18])(=[O:17])[CH2:10][CH2:11][CH2:12][CH2:13][C:14]([O-:16])=[O:15]. (3) Given the reactants [CH:1]([C:4]1[CH:5]=[C:6]([C:10]2[CH:18]=[C:17]3[C:13]([CH2:14][C:15](=[O:19])[NH:16]3)=[CH:12][CH:11]=2)[CH:7]=[CH:8][CH:9]=1)([CH3:3])[CH3:2].[N:20]1([CH2:25][CH2:26][NH:27][C:28]([C:30]2[C:34]([CH3:35])=[C:33]([CH:36]=O)[NH:32][C:31]=2[CH3:38])=[O:29])[CH2:24][CH2:23][CH2:22][CH2:21]1, predict the reaction product. The product is: [N:20]1([CH2:25][CH2:26][NH:27][C:28]([C:30]2[C:34]([CH3:35])=[C:33]([CH:36]=[C:14]3[C:13]4[C:17](=[CH:18][C:10]([C:6]5[CH:7]=[CH:8][CH:9]=[C:4]([CH:1]([CH3:3])[CH3:2])[CH:5]=5)=[CH:11][CH:12]=4)[NH:16][C:15]3=[O:19])[NH:32][C:31]=2[CH3:38])=[O:29])[CH2:24][CH2:23][CH2:22][CH2:21]1. (4) Given the reactants CN(C=O)C.Br[CH2:7][C:8]1[CH:13]=[CH:12][C:11]([C:14]2[CH:19]=[CH:18][CH:17]=[CH:16][C:15]=2[C:20]2[N:24]([C:25]([C:38]3[CH:43]=[CH:42][CH:41]=[CH:40][CH:39]=3)([C:32]3[CH:37]=[CH:36][CH:35]=[CH:34][CH:33]=3)[C:26]3[CH:31]=[CH:30][CH:29]=[CH:28][CH:27]=3)[N:23]=[N:22][N:21]=2)=[CH:10][CH:9]=1.[CH2:44]([C:48]1[NH:52][C:51]([CH:53]=[O:54])=[C:50]([Cl:55])[N:49]=1)[CH2:45][CH2:46][CH3:47].C([O-])([O-])=O.[K+].[K+], predict the reaction product. The product is: [CH2:44]([C:48]1[N:52]([CH2:7][C:8]2[CH:13]=[CH:12][C:11]([C:14]3[CH:19]=[CH:18][CH:17]=[CH:16][C:15]=3[C:20]3[N:24]([C:25]([C:38]4[CH:43]=[CH:42][CH:41]=[CH:40][CH:39]=4)([C:32]4[CH:37]=[CH:36][CH:35]=[CH:34][CH:33]=4)[C:26]4[CH:31]=[CH:30][CH:29]=[CH:28][CH:27]=4)[N:23]=[N:22][N:21]=3)=[CH:10][CH:9]=2)[C:51]([CH:53]=[O:54])=[C:50]([Cl:55])[N:49]=1)[CH2:45][CH2:46][CH3:47]. (5) Given the reactants [C:1]([NH:8][CH2:9][C:10]#[CH:11])([O:3][C:4]([CH3:7])([CH3:6])[CH3:5])=[O:2].[H-].[Na+].[CH2:14](Br)[C:15]#[CH:16], predict the reaction product. The product is: [C:4]([O:3][C:1](=[O:2])[N:8]([CH2:16][C:15]#[CH:14])[CH2:9][C:10]#[CH:11])([CH3:5])([CH3:6])[CH3:7]. (6) Given the reactants [Cl:1][C:2]1[CH:3]=[C:4]([C:8]([C:10]2[CH:11]=[N:12][CH:13]=[CH:14][C:15]=2Cl)=[O:9])[CH:5]=[CH:6][CH:7]=1.[CH3:17][NH2:18], predict the reaction product. The product is: [Cl:1][C:2]1[CH:3]=[C:4]([C:8]([C:10]2[CH:11]=[N:12][CH:13]=[CH:14][C:15]=2[NH:18][CH3:17])=[O:9])[CH:5]=[CH:6][CH:7]=1.